From a dataset of Full USPTO retrosynthesis dataset with 1.9M reactions from patents (1976-2016). Predict the reactants needed to synthesize the given product. (1) Given the product [CH3:41][O:42][C@H:43]1[CH2:47][CH2:46][N:45]([C:24]2[CH:29]=[CH:28][N:27]3[CH:30]=[C:31]([C:33]4[CH:38]=[CH:37][C:36]([CH3:39])=[CH:35][CH:34]=4)[N:32]=[C:26]3[CH:25]=2)[CH2:44]1, predict the reactants needed to synthesize it. The reactants are: FC1CCN(C2C=CN3C=C(C4C=CC=CC=4)N=C3C=2)CC1.Br[C:24]1[CH:29]=[CH:28][N:27]2[CH:30]=[C:31]([C:33]3[CH:38]=[CH:37][C:36]([CH3:39])=[CH:35][CH:34]=3)[N:32]=[C:26]2[CH:25]=1.Cl.[CH3:41][O:42][C@H:43]1[CH2:47][CH2:46][NH:45][CH2:44]1. (2) Given the product [CH2:63]([C:48]1[CH:49]=[CH:50][CH:51]=[C:52]2[C:47]=1[N:46]=[C:45]([C:43]([OH:44])=[O:42])[CH:54]=[C:53]2[OH:55])[CH2:64][CH2:65][CH2:66][CH2:67][CH3:68], predict the reactants needed to synthesize it. The reactants are: COC(C1C=C(O)C2C(=C(OCC3C=CC=CC=3)C=C(C#CCOCC3C=CC=CC=3)C=2)N=1)=O.C([O:42][C:43]([C:45]1[CH:54]=[C:53]([O:55]CC2C=CC=CC=2)[C:52]2[C:47](=[C:48]([C:63]#[C:64][CH2:65][CH2:66][CH2:67][CH3:68])[CH:49]=[CH:50][CH:51]=2)[N:46]=1)=[O:44])C1C=CC=CC=1. (3) Given the product [CH2:9]([O:11][C:12]([NH:14][C:15](=[S:16])[NH:8][C:6]1[CH:5]=[CH:4][CH:3]=[C:2]([CH3:1])[N:7]=1)=[O:13])[CH3:10], predict the reactants needed to synthesize it. The reactants are: [CH3:1][C:2]1[N:7]=[C:6]([NH2:8])[CH:5]=[CH:4][CH:3]=1.[CH2:9]([O:11][C:12]([N:14]=[C:15]=[S:16])=[O:13])[CH3:10]. (4) Given the product [CH2:28]([O:30][C:31](=[O:50])[CH2:32][C:33]1[CH:38]=[CH:37][C:36]([O:39][CH3:40])=[C:35]([C:18]2[C:9]([CH2:8][N:7]([CH2:20][C:21]3[CH:26]=[CH:25][CH:24]=[CH:23][CH:22]=3)[C:6]([O:5][C:1]([CH3:4])([CH3:3])[CH3:2])=[O:27])=[N:10][C:11]3[C:16]([CH:17]=2)=[CH:15][CH:14]=[CH:13][CH:12]=3)[CH:34]=1)[CH3:29], predict the reactants needed to synthesize it. The reactants are: [C:1]([O:5][C:6](=[O:27])[N:7]([CH2:20][C:21]1[CH:26]=[CH:25][CH:24]=[CH:23][CH:22]=1)[CH2:8][C:9]1[C:18](Br)=[CH:17][C:16]2[C:11](=[CH:12][CH:13]=[CH:14][CH:15]=2)[N:10]=1)([CH3:4])([CH3:3])[CH3:2].[CH2:28]([O:30][C:31](=[O:50])[CH2:32][C:33]1[CH:38]=[CH:37][C:36]([O:39][CH3:40])=[C:35](B2OC(C)(C)C(C)(C)O2)[CH:34]=1)[CH3:29]. (5) Given the product [NH2:11][C:8]1[CH:9]=[C:10]2[C:5](=[CH:6][C:7]=1[N+:15]([O-:17])=[O:16])[N:4]([CH2:21]/[CH:22]=[CH:23]/[CH2:24][CH3:25])[C:3](=[O:18])[C:2]2([CH3:1])[CH3:19], predict the reactants needed to synthesize it. The reactants are: [CH3:1][C:2]1([CH3:19])[C:10]2[C:5](=[CH:6][C:7]([N+:15]([O-:17])=[O:16])=[C:8]([NH:11]C(=O)C)[CH:9]=2)[NH:4][C:3]1=[O:18].Br[CH2:21]/[CH:22]=[CH:23]/[CH2:24][CH3:25].CC([O-])(C)C.[K+].C1CCN2C(=NCCC2)CC1.